From a dataset of Reaction yield outcomes from USPTO patents with 853,638 reactions. Predict the reaction yield, written as a fraction of the theoretical maximum amount of product (1.0 means a 100% yield; for example, 0.34 means a 34% yield). The reactants are Br[C:2]1[CH:7]=[CH:6][C:5]([O:8][C:9]([F:12])([F:11])[F:10])=[CH:4][CH:3]=1.[Mg].II.[F:16][C:17]([F:28])([F:27])[C:18](O[C:18](=[O:19])[C:17]([F:28])([F:27])[F:16])=[O:19]. The catalyst is C(OCC)C. The product is [F:16][C:17]([F:28])([F:27])[C:18]([C:2]1[CH:7]=[CH:6][C:5]([O:8][C:9]([F:12])([F:11])[F:10])=[CH:4][CH:3]=1)=[O:19]. The yield is 0.0200.